From a dataset of Reaction yield outcomes from USPTO patents with 853,638 reactions. Predict the reaction yield, written as a fraction of the theoretical maximum amount of product (1.0 means a 100% yield; for example, 0.34 means a 34% yield). (1) The reactants are C=O.[C:3]1([NH:9][CH:10]2[CH2:15][CH2:14][N:13]([C:16](=[O:37])[CH2:17][CH2:18][C:19]3[C:27]4[C:22](=[CH:23][CH:24]=[C:25]([Cl:28])[CH:26]=4)[N:21]([CH3:29])[C:20]=3[C:30]3[CH:35]=[CH:34][C:33]([Cl:36])=[CH:32][CH:31]=3)[CH2:12][CH2:11]2)[CH:8]=[CH:7][CH:6]=[CH:5][CH:4]=1.[C:38]([BH3-])#N.[Na+].C(O)(=O)C. The catalyst is C(#N)C. The product is [CH3:38][N:9]([C:3]1[CH:4]=[CH:5][CH:6]=[CH:7][CH:8]=1)[CH:10]1[CH2:15][CH2:14][N:13]([C:16](=[O:37])[CH2:17][CH2:18][C:19]2[C:27]3[C:22](=[CH:23][CH:24]=[C:25]([Cl:28])[CH:26]=3)[N:21]([CH3:29])[C:20]=2[C:30]2[CH:35]=[CH:34][C:33]([Cl:36])=[CH:32][CH:31]=2)[CH2:12][CH2:11]1. The yield is 0.720. (2) The reactants are [N:1]1[CH:6]=[CH:5][C:4]([C:7]2[N:8]=[C:9]([OH:16])[C:10]3[S:15][CH:14]=[CH:13][C:11]=3[N:12]=2)=[CH:3][CH:2]=1.C1C(=O)N([Cl:24])C(=O)C1. The catalyst is CC(O)=O.O. The product is [Cl:24][C:13]1[C:11]2[N:12]=[C:7]([C:4]3[CH:3]=[CH:2][N:1]=[CH:6][CH:5]=3)[N:8]=[C:9]([OH:16])[C:10]=2[S:15][CH:14]=1. The yield is 0.700.